The task is: Predict the reactants needed to synthesize the given product.. This data is from Full USPTO retrosynthesis dataset with 1.9M reactions from patents (1976-2016). The reactants are: [CH3:1][C:2]1[N:3]=[C:4]([C:10]2[CH:15]=[CH:14][C:13]([C:16]([F:19])([F:18])[F:17])=[CH:12][CH:11]=2)[S:5][C:6]=1[C:7]([OH:9])=O.C(N(CC)CC)C.N1(OC(N(C)C)=[N+](C)C)C2C=CC=CC=2N=N1.[C:44]1([S:54]([NH2:57])(=[O:56])=[O:55])[C:45]([S:50]([NH2:53])(=[O:52])=[O:51])=[CH:46][CH:47]=[CH:48][CH:49]=1. Given the product [CH3:1][C:2]1[N:3]=[C:4]([C:10]2[CH:15]=[CH:14][C:13]([C:16]([F:19])([F:18])[F:17])=[CH:12][CH:11]=2)[S:5][C:6]=1[C:7]([NH:57][S:54]([C:44]1[CH:49]=[CH:48][CH:47]=[CH:46][C:45]=1[S:50](=[O:52])(=[O:51])[NH2:53])(=[O:56])=[O:55])=[O:9], predict the reactants needed to synthesize it.